Dataset: Forward reaction prediction with 1.9M reactions from USPTO patents (1976-2016). Task: Predict the product of the given reaction. (1) The product is: [F:6][C:7]([F:12])([F:11])[C:8]([OH:10])=[O:9].[CH2:13]([NH:17][C:18]([NH:20][C@H:21]1[CH2:29][C@H:28]2[C@:24]([C:32]3[CH:37]=[CH:36][C:35]([O:38][CH3:39])=[C:34]([O:40][CH3:41])[CH:33]=3)([CH2:25][CH2:26][N:27]2[CH2:30][C:31]2[NH:47][CH:46]=[N:45][C:44]=2[CH3:43])[CH2:23][CH2:22]1)=[S:19])[CH2:14][CH2:15][CH3:16]. Given the reactants N1CCCC1.[F:6][C:7]([F:12])([F:11])[C:8]([OH:10])=[O:9].[CH2:13]([NH:17][C:18]([NH:20][C@H:21]1[CH2:29][C@H:28]2[C@:24]([C:32]3[CH:37]=[CH:36][C:35]([O:38][CH3:39])=[C:34]([O:40][CH3:41])[CH:33]=3)([CH2:25][CH2:26][N:27]2[CH2:30][CH3:31])[CH2:23][CH2:22]1)=[S:19])[CH2:14][CH2:15][CH3:16].C[C:43]1[N:47]=[CH:46][NH:45][C:44]=1C=O, predict the reaction product. (2) Given the reactants [N+:1]([C:4]1[C:12]2[C:7](=[CH:8][CH:9]=[C:10]([C:13]([NH:15][NH2:16])=[O:14])[CH:11]=2)[NH:6][CH:5]=1)([O-:3])=[O:2].[CH:17]([N:20]=[C:21]=[S:22])([CH3:19])[CH3:18], predict the reaction product. The product is: [CH:17]([NH:20][C:21]([NH:16][NH:15][C:13]([C:10]1[CH:11]=[C:12]2[C:7](=[CH:8][CH:9]=1)[NH:6][CH:5]=[C:4]2[N+:1]([O-:3])=[O:2])=[O:14])=[S:22])([CH3:19])[CH3:18].